Dataset: Catalyst prediction with 721,799 reactions and 888 catalyst types from USPTO. Task: Predict which catalyst facilitates the given reaction. Reactant: [CH3:1][NH:2][C@H:3]([C:7]([NH:9][C@H:10]([C:14]([N:16]([C@@H:18]([C@@H:57]([CH3:60])[CH2:58][CH3:59])[C@H:19]([O:55][CH3:56])[CH2:20][C:21]([N:23]1[CH2:27][CH2:26][CH2:25][C@H:24]1[C@H:28]([O:53][CH3:54])[C@@H:29]([CH3:52])[C:30](=[O:51])[NH:31][C@H:32]([C:40]1[O:41][C:42]([C:45]2[CH:50]=[CH:49][CH:48]=[CH:47][CH:46]=2)=[N:43][N:44]=1)[CH2:33][C:34]1[CH:39]=[CH:38][CH:37]=[CH:36][CH:35]=1)=[O:22])[CH3:17])=[O:15])[CH:11]([CH3:13])[CH3:12])=[O:8])[CH:4]([CH3:6])[CH3:5].[CH2:61]([O:68][C:69](=[O:78])[NH:70][CH2:71][CH2:72][CH2:73][CH2:74][CH2:75][CH:76]=O)[C:62]1[CH:67]=[CH:66][CH:65]=[CH:64][CH:63]=1.C(O)(=O)C.C(O)(C(F)(F)F)=O. Product: [CH2:61]([O:68][C:69]([NH:70][CH2:71][CH2:72][CH2:73][CH2:74][CH2:75][CH2:76][N:2]([CH3:1])[C@H:3]([C:7]([NH:9][C@H:10]([C:14]([N:16]([C@@H:18]([C@@H:57]([CH3:60])[CH2:58][CH3:59])[C@H:19]([O:55][CH3:56])[CH2:20][C:21]([N:23]1[CH2:27][CH2:26][CH2:25][C@H:24]1[C@H:28]([O:53][CH3:54])[C@@H:29]([CH3:52])[C:30](=[O:51])[NH:31][C@H:32]([C:40]1[O:41][C:42]([C:45]2[CH:46]=[CH:47][CH:48]=[CH:49][CH:50]=2)=[N:43][N:44]=1)[CH2:33][C:34]1[CH:35]=[CH:36][CH:37]=[CH:38][CH:39]=1)=[O:22])[CH3:17])=[O:15])[CH:11]([CH3:13])[CH3:12])=[O:8])[CH:4]([CH3:5])[CH3:6])=[O:78])[C:62]1[CH:67]=[CH:66][CH:65]=[CH:64][CH:63]=1. The catalyst class is: 5.